This data is from Reaction yield outcomes from USPTO patents with 853,638 reactions. The task is: Predict the reaction yield, written as a fraction of the theoretical maximum amount of product (1.0 means a 100% yield; for example, 0.34 means a 34% yield). (1) The reactants are [CH3:1][C:2]([CH3:22])([CH3:21])[C@H:3]([NH:8][C:9]([O:11]C1C=CC([N+]([O-])=O)=CC=1)=O)[C:4]([O:6][CH3:7])=[O:5].C([CH2:30][NH2:31])C1C=CC=CC=1.[C:32]1([CH3:38])[CH:37]=[CH:36][CH:35]=[CH:34][CH:33]=1. No catalyst specified. The product is [CH2:38]([N:31]([CH3:30])[C:9]([NH:8][C@@H:3]([C:2]([CH3:1])([CH3:21])[CH3:22])[C:4]([O:6][CH3:7])=[O:5])=[O:11])[C:32]1[CH:37]=[CH:36][CH:35]=[CH:34][CH:33]=1. The yield is 0.650. (2) The reactants are [Br:1][C:2]1[CH:3]=[C:4]([N+:9]([O-:11])=[O:10])[C:5]([NH2:8])=[N:6][CH:7]=1.[C:12](O[C:12]([O:14][C:15]([CH3:18])([CH3:17])[CH3:16])=[O:13])([O:14][C:15]([CH3:18])([CH3:17])[CH3:16])=[O:13]. The catalyst is C1COCC1.CN(C1C=CN=CC=1)C. The product is [Br:1][C:2]1[CH:3]=[C:4]([N+:9]([O-:11])=[O:10])[C:5]([NH:8][C:12](=[O:13])[O:14][C:15]([CH3:18])([CH3:17])[CH3:16])=[N:6][CH:7]=1. The yield is 0.850. (3) The product is [CH3:36][N:2]([CH3:1])[C:3](=[O:35])[O:4][C:5]1[CH:10]=[CH:9][C:8]([C:11]([Br:38])([OH:32])[CH2:12][CH2:13][O:14][Si:15]([C:28]([CH3:29])([CH3:30])[CH3:31])([C:22]2[CH:23]=[CH:24][CH:25]=[CH:26][CH:27]=2)[C:16]2[CH:21]=[CH:20][CH:19]=[CH:18][CH:17]=2)=[C:7]([CH:33]=[CH2:34])[CH:6]=1. The yield is 0.780. The catalyst is ClCCl. The reactants are [CH3:1][N:2]([CH3:36])[C:3](=[O:35])[O:4][C:5]1[CH:10]=[CH:9][C:8]([CH:11]([OH:32])[CH2:12][CH2:13][O:14][Si:15]([C:28]([CH3:31])([CH3:30])[CH3:29])([C:22]2[CH:27]=[CH:26][CH:25]=[CH:24][CH:23]=2)[C:16]2[CH:21]=[CH:20][CH:19]=[CH:18][CH:17]=2)=[C:7]([CH:33]=[CH2:34])[CH:6]=1.C(Br)(Br)(Br)[Br:38].C1(P(C2C=CC=CC=2)C2C=CC=CC=2)C=CC=CC=1. (4) The reactants are Br[C:2]1[CH:3]=[C:4]([C:7]2[CH:12]=[CH:11][C:10]([CH:13]([CH3:15])[CH3:14])=[CH:9][CH:8]=2)[S:5][CH:6]=1.[CH2:16]([O:18][C:19]([C:21]1[CH:22]=[C:23](B(O)O)[CH:24]=[CH:25][CH:26]=1)=[O:20])[CH3:17].C([O-])([O-])=O.[Na+].[Na+]. The catalyst is C(O)C.C1(C)C=CC=CC=1.O. The product is [CH:13]([C:10]1[CH:11]=[CH:12][C:7]([C:4]2[S:5][CH:6]=[C:2]([C:25]3[CH:26]=[C:21]([CH:22]=[CH:23][CH:24]=3)[C:19]([O:18][CH2:16][CH3:17])=[O:20])[CH:3]=2)=[CH:8][CH:9]=1)([CH3:15])[CH3:14]. The yield is 0.700. (5) The catalyst is [Br-].C([N+](CCCC)(CCCC)CCCC)CCC.C1COCC1.O.C(Cl)Cl.C1C=CC([P]([Pd]([P](C2C=CC=CC=2)(C2C=CC=CC=2)C2C=CC=CC=2)([P](C2C=CC=CC=2)(C2C=CC=CC=2)C2C=CC=CC=2)[P](C2C=CC=CC=2)(C2C=CC=CC=2)C2C=CC=CC=2)(C2C=CC=CC=2)C2C=CC=CC=2)=CC=1. The product is [S:34]1[C:35]2[CH:41]=[CH:40][CH:39]=[CH:38][C:36]=2[CH:37]=[C:33]1[C:19]1[CH:20]=[CH:21][C:16]2[O:15][CH2:14][CH2:13][N:12]([C:10]3[S:9][C:5]4[C:6](=[O:8])[NH:7][C:2]([CH3:1])([CH3:31])[CH2:3][C:4]=4[N:11]=3)[C:17]=2[CH:18]=1. The reactants are [CH3:1][C:2]1([CH3:31])[NH:7][C:6](=[O:8])[C:5]2[S:9][C:10]([N:12]3[C:17]4[CH:18]=[C:19](B5OC(C)(C)C(C)(C)O5)[CH:20]=[CH:21][C:16]=4[O:15][CH2:14][CH2:13]3)=[N:11][C:4]=2[CH2:3]1.Br[C:33]1[S:34][C:35]2[CH:41]=[CH:40][CH:39]=[CH:38][C:36]=2[CH:37]=1.P([O-])([O-])([O-])=O.[K+].[K+].[K+]. The yield is 0.0700. (6) The catalyst is C1(C)C=CC=CC=1. The product is [F:14][C:8]1[CH:7]=[C:6]([N:5]2[CH2:4][C:3]3[C:2](=[CH:18][CH:17]=[CH:16][CH:15]=3)[NH:1][C:19]2=[O:20])[CH:11]=[CH:10][C:9]=1[O:12][CH3:13]. The yield is 0.240. The reactants are [NH2:1][C:2]1[CH:18]=[CH:17][CH:16]=[CH:15][C:3]=1[CH2:4][NH:5][C:6]1[CH:11]=[CH:10][C:9]([O:12][CH3:13])=[C:8]([F:14])[CH:7]=1.[C:19](Cl)(Cl)=[O:20].CCO.